Dataset: Catalyst prediction with 721,799 reactions and 888 catalyst types from USPTO. Task: Predict which catalyst facilitates the given reaction. (1) Reactant: [CH2:1]([C:4]1[S:33][C:7]2[N:8]=[C:9]([N:25]3[CH2:29][CH2:28][C@H:27]([C:30]([OH:32])=O)[CH2:26]3)[N:10]=[C:11]([N:12]3[CH2:17][CH2:16][N:15]4[C:18]([C:21]([F:24])([F:23])[F:22])=[N:19][N:20]=[C:14]4[CH2:13]3)[C:6]=2[CH:5]=1)[CH2:2][CH3:3].[Cl-].[NH4+].C(Cl)CCl.C1C=CC2N(O)N=[N:46]C=2C=1.C(N(C(C)C)CC)(C)C. Product: [CH2:1]([C:4]1[S:33][C:7]2[N:8]=[C:9]([N:25]3[CH2:29][CH2:28][C@H:27]([C:30]([NH2:46])=[O:32])[CH2:26]3)[N:10]=[C:11]([N:12]3[CH2:17][CH2:16][N:15]4[C:18]([C:21]([F:24])([F:22])[F:23])=[N:19][N:20]=[C:14]4[CH2:13]3)[C:6]=2[CH:5]=1)[CH2:2][CH3:3]. The catalyst class is: 9. (2) Reactant: [F:1][C:2]1[CH:9]=[CH:8][C:5]([C:6]#[N:7])=[CH:4][CH:3]=1.[NH2:10][OH:11].Cl.C([O-])(O)=O.[Na+]. Product: [F:1][C:2]1[CH:9]=[CH:8][C:5](/[C:6](=[N:10]\[OH:11])/[NH2:7])=[CH:4][CH:3]=1. The catalyst class is: 6. (3) Reactant: [Br:1][C:2]1[CH:11]=[C:10]2[C:5]([N:6]=[CH:7][C:8]([NH:12][NH2:13])=[N:9]2)=[CH:4][CH:3]=1.C(N(CC)CC)C.[O:21]=[C:22](Cl)OC(Cl)(Cl)Cl. Product: [Br:1][C:2]1[CH:11]=[C:10]2[C:5]([N:6]=[CH:7][C:8]3[N:9]2[C:22](=[O:21])[NH:13][N:12]=3)=[CH:4][CH:3]=1. The catalyst class is: 4. (4) Reactant: [CH2:1]([CH:3]1[CH2:7][O:6][C:5](=[O:8])[N:4]1[CH2:9][C:10]1[CH:15]=[CH:14][CH:13]=[CH:12][C:11]=1[N+:16]([O-])=O)[CH3:2].[Cl-].[NH4+]. Product: [CH2:1]([CH:3]1[CH2:7][O:6][C:5](=[O:8])[N:4]1[CH2:9][C:10]1[CH:15]=[CH:14][CH:13]=[CH:12][C:11]=1[NH2:16])[CH3:2]. The catalyst class is: 190. (5) Reactant: [CH2:1]([Li])[CH2:2][CH2:3]C.CCCCCC.[NH:12]1[C:21]2[C:16](=[CH:17][CH:18]=[CH:19][CH:20]=2)[CH2:15][CH2:14][CH2:13]1.C([O-])([O-])=O.[K+].[K+].[CH2:28]([CH:32]1[CH2:37][CH2:36][NH:35][CH2:34][CH2:33]1)[CH2:29][CH2:30][CH3:31]. Product: [CH2:28]([CH:32]1[CH2:37][CH2:36][N:35]([CH2:1][CH2:2][CH2:3][N:12]2[C:21]3[C:16](=[CH:17][CH:18]=[CH:19][CH:20]=3)[CH2:15][CH2:14][CH2:13]2)[CH2:34][CH2:33]1)[CH2:29][CH2:30][CH3:31]. The catalyst class is: 30. (6) Reactant: [CH2:1]([O:3][C:4](=[O:43])[CH2:5][CH2:6][C:7]1[CH:12]=[CH:11][CH:10]=[C:9]([O:13][CH2:14][CH2:15][CH2:16][O:17][C:18]2[CH:23]=[CH:22][CH:21]=[C:20]([C:24]([O:33]CC3C=CC(OC)=CC=3)([C:29]([F:32])([F:31])[F:30])[C:25]([F:28])([F:27])[F:26])[CH:19]=2)[CH:8]=1)[CH3:2]. Product: [CH2:1]([O:3][C:4](=[O:43])[CH2:5][CH2:6][C:7]1[CH:12]=[CH:11][CH:10]=[C:9]([O:13][CH2:14][CH2:15][CH2:16][O:17][C:18]2[CH:23]=[CH:22][CH:21]=[C:20]([C:24]([OH:33])([C:29]([F:31])([F:32])[F:30])[C:25]([F:26])([F:27])[F:28])[CH:19]=2)[CH:8]=1)[CH3:2]. The catalyst class is: 99. (7) Reactant: [O:1]1[C:5]2[CH:6]=[CH:7][CH:8]=[CH:9][C:4]=2[CH:3]=[C:2]1[C:10]([NH:12][C:13]1([C:19]([NH:21][CH:22]2[CH2:27][CH2:26][N:25]([C:28]3[CH:33]=[CH:32][CH:31]=[CH:30][C:29]=3[C:34]3[NH:38][N:37]=[N:36][N:35]=3)[CH2:24][CH:23]2[OH:39])=[O:20])[CH2:18][CH2:17][CH2:16][CH2:15][CH2:14]1)=[O:11].C(N(CC)CC)C. Product: [O:1]1[C:5]2[CH:6]=[CH:7][CH:8]=[CH:9][C:4]=2[CH:3]=[C:2]1[C:10]([NH:12][C:13]1([C:19]([NH:21][CH:22]2[CH2:27][CH2:26][N:25]([C:28]3[CH:33]=[CH:32][CH:31]=[CH:30][C:29]=3[C:34]3[NH:38][N:37]=[N:36][N:35]=3)[CH2:24][C:23]2=[O:39])=[O:20])[CH2:18][CH2:17][CH2:16][CH2:15][CH2:14]1)=[O:11]. The catalyst class is: 148. (8) Reactant: [OH:1][CH2:2][CH2:3][N:4](C)[C:5](=O)OC(C)(C)C.[CH3:13][O:14][C:15]1[CH:16]=[C:17]([CH:21]=[C:22]([O:26][CH3:27])[C:23]=1[O:24][CH3:25])[C:18]([Cl:20])=[O:19].N1C=CC=CC=1. Product: [ClH:20].[CH3:13][O:14][C:15]1[CH:16]=[C:17]([CH:21]=[C:22]([O:26][CH3:27])[C:23]=1[O:24][CH3:25])[C:18]([O:1][CH2:2][CH2:3][NH:4][CH3:5])=[O:19]. The catalyst class is: 13.